Dataset: Full USPTO retrosynthesis dataset with 1.9M reactions from patents (1976-2016). Task: Predict the reactants needed to synthesize the given product. (1) Given the product [Cl:19][C:14]1[CH:15]=[CH:16][CH:17]=[CH:18][C:13]=1[N:12]1[C:11](=[O:20])[C:10]2[C:5](=[CH:6][C:7]([O:23][CH3:24])=[C:8]([O:21][CH3:22])[CH:9]=2)[N:4]=[C:3]1[CH2:2][S:26][C:27]1[N:35]=[CH:34][N:33]=[C:32]2[C:28]=1[N:29]=[CH:30][NH:31]2, predict the reactants needed to synthesize it. The reactants are: Cl[CH2:2][C:3]1[N:12]([C:13]2[CH:18]=[CH:17][CH:16]=[CH:15][C:14]=2[Cl:19])[C:11](=[O:20])[C:10]2[C:5](=[CH:6][C:7]([O:23][CH3:24])=[C:8]([O:21][CH3:22])[CH:9]=2)[N:4]=1.O.[SH:26][C:27]1[N:35]=[CH:34][N:33]=[C:32]2[C:28]=1[NH:29][CH:30]=[N:31]2.C([O-])([O-])=O.[K+].[K+]. (2) Given the product [CH:3]1([CH2:9][CH2:10][CH2:11][C@@H:12]([C:21]2[O:25][N:24]=[C:23]([CH2:26][O:27][S:34]([C:31]3[CH:32]=[CH:33][C:28]([CH3:38])=[CH:29][CH:30]=3)(=[O:36])=[O:35])[N:22]=2)[CH2:13][C:14]([O:16][C:17]([CH3:20])([CH3:19])[CH3:18])=[O:15])[CH2:4][CH2:5][CH2:6][CH2:7][CH2:8]1, predict the reactants needed to synthesize it. The reactants are: [H-].[Na+].[CH:3]1([CH2:9][CH2:10][CH2:11][C@@H:12]([C:21]2[O:25][N:24]=[C:23]([CH2:26][OH:27])[N:22]=2)[CH2:13][C:14]([O:16][C:17]([CH3:20])([CH3:19])[CH3:18])=[O:15])[CH2:8][CH2:7][CH2:6][CH2:5][CH2:4]1.[C:28]1([CH3:38])[CH:33]=[CH:32][C:31]([S:34](Cl)(=[O:36])=[O:35])=[CH:30][CH:29]=1. (3) Given the product [F:28][C:25]([C:22]1[CH:23]=[CH:24][C:19]([C:16]2[N:15]=[C:14]([C:12]3[CH:11]=[C:10]([CH3:29])[N:9]([CH2:8][C:5]4[CH:6]=[CH:7][C:2]([NH:37][CH2:36][CH2:35][N:30]5[CH2:34][CH2:33][CH2:32][CH2:31]5)=[N:3][CH:4]=4)[CH:13]=3)[O:18][N:17]=2)=[CH:20][CH:21]=1)([CH3:27])[CH3:26], predict the reactants needed to synthesize it. The reactants are: Cl[C:2]1[CH:7]=[CH:6][C:5]([CH2:8][N:9]2[CH:13]=[C:12]([C:14]3[O:18][N:17]=[C:16]([C:19]4[CH:24]=[CH:23][C:22]([C:25]([F:28])([CH3:27])[CH3:26])=[CH:21][CH:20]=4)[N:15]=3)[CH:11]=[C:10]2[CH3:29])=[CH:4][N:3]=1.[N:30]1([CH2:35][CH2:36][NH2:37])[CH2:34][CH2:33][CH2:32][CH2:31]1. (4) The reactants are: [CH2:1]([O:3][C:4]([C:6]1[C:7]([OH:22])=[C:8]2[C:15]([C:16]3[CH:21]=[CH:20][CH:19]=[CH:18][CH:17]=3)=[N:14][S:13][C:9]2=[C:10](Br)[N:11]=1)=[O:5])[CH3:2].[CH3:23][O:24][C:25]1[CH:30]=[CH:29][C:28](B(O)O)=[CH:27][CH:26]=1. Given the product [CH2:1]([O:3][C:4]([C:6]1[C:7]([OH:22])=[C:8]2[C:15]([C:16]3[CH:21]=[CH:20][CH:19]=[CH:18][CH:17]=3)=[N:14][S:13][C:9]2=[C:10]([C:28]2[CH:29]=[CH:30][C:25]([O:24][CH3:23])=[CH:26][CH:27]=2)[N:11]=1)=[O:5])[CH3:2], predict the reactants needed to synthesize it. (5) Given the product [CH2:1]([O:3][C:4](=[O:39])[CH2:5][CH2:6][CH2:7][O:8][C:9]1[CH:14]=[CH:13][CH:12]=[C:11]([CH2:15][CH2:16][CH2:17][CH2:18][CH2:19][CH2:20][O:21][C:22]2[CH:23]=[C:24]([C:44]3[CH:45]=[CH:46][C:41]([F:40])=[CH:42][CH:43]=3)[CH:25]=[C:26]([O:28][CH2:29][CH3:30])[CH:27]=2)[C:10]=1[CH2:32][CH2:33][C:34]([O:36][CH2:37][CH3:38])=[O:35])[CH3:2], predict the reactants needed to synthesize it. The reactants are: [CH2:1]([O:3][C:4](=[O:39])[CH2:5][CH2:6][CH2:7][O:8][C:9]1[CH:14]=[CH:13][CH:12]=[C:11]([CH2:15][CH2:16][CH2:17][CH2:18][CH2:19][CH2:20][O:21][C:22]2[CH:27]=[C:26]([O:28][CH2:29][CH3:30])[CH:25]=[C:24](Br)[CH:23]=2)[C:10]=1[CH2:32][CH2:33][C:34]([O:36][CH2:37][CH3:38])=[O:35])[CH3:2].[F:40][C:41]1[CH:46]=[CH:45][C:44](B(O)O)=[CH:43][CH:42]=1.C(=O)([O-])[O-].[Cs+].[Cs+]. (6) Given the product [CH3:37][C:36]1([CH3:38])[C:21]2[C:22](=[CH:23][C:24]3[C:25]([CH3:29])([CH3:28])[C:26]4[CH:27]=[C:15]([NH:48][C:41]5[C:42]([CH3:47])=[CH:43][C:44]([CH3:46])=[CH:45][C:40]=5[CH3:39])[CH:16]=[CH:17][C:18]=4[C:19]=3[CH:20]=2)[C:30]2[C:35]1=[CH:34][CH:33]=[CH:32][CH:31]=2, predict the reactants needed to synthesize it. The reactants are: C(P(C(C)(C)C)C(C)(C)C)(C)(C)C.Br[C:15]1[CH:16]=[CH:17][C:18]2[C:19]3[CH:20]=[C:21]4[C:36]([CH3:38])([CH3:37])[C:35]5[C:30](=[CH:31][CH:32]=[CH:33][CH:34]=5)[C:22]4=[CH:23][C:24]=3[C:25]([CH3:29])([CH3:28])[C:26]=2[CH:27]=1.[CH3:39][C:40]1[CH:45]=[C:44]([CH3:46])[CH:43]=[C:42]([CH3:47])[C:41]=1[NH2:48].CC(C)([O-])C.[Na+].